Dataset: Experimentally validated miRNA-target interactions with 360,000+ pairs, plus equal number of negative samples. Task: Binary Classification. Given a miRNA mature sequence and a target amino acid sequence, predict their likelihood of interaction. (1) The miRNA is hsa-miR-4418 with sequence CACUGCAGGACUCAGCAG. The protein sequence of the target gene is MASGSNWLSGVNVVLVMAYGSLVFVLLFIFVKRQIMRFAMKSRRGPHVPVGHNAPKDLKEEIDIRLSRVQDIKYEPQLLADDDARLLQLETQGNQSCYNYLYRMKALDAIRTSEIPFHSEGRHPRSLMGKNFRSYLLDLRNTSTPFKGVRKALIDTLLDGYETARYGTGVFGQNEYLRYQEALSELATAVKARIGSSQRHHQSAAKDLTQSPEVSPTTIQVTYLPSSQKSKRAKHFLELKSFKDNYNTLESTL. Result: 0 (no interaction). (2) The protein sequence of the target gene is MCAEVGPALCRGMERNSLGCCEAPKKLSLSFSIEAILKRPARRSDMDRPEGPGEEGPGEAAASGSGLEKPPKDQPQEGRKSKRRVRTTFTTEQLHELEKIFHFTHYPDVHIRSQLAARINLPEARVQIWFQNQRAKWRKQEKIGNLGAPQQLSEASVALPTNLDVAGPTWTSTALRRLAPPTSCCPSAQDQLASAWFPAWITLLPAHPWETQPVPGLPIHQTCIPVLCILPPPHPKWGSICATST. The miRNA is hsa-miR-5695 with sequence ACUCCAAGAAGAAUCUAGACAG. Result: 0 (no interaction).